From a dataset of Reaction yield outcomes from USPTO patents with 853,638 reactions. Predict the reaction yield, written as a fraction of the theoretical maximum amount of product (1.0 means a 100% yield; for example, 0.34 means a 34% yield). (1) The reactants are [Br:1][C:2]1[C:3]([F:10])=[C:4]([NH2:9])[CH:5]=[CH:6][C:7]=1[Cl:8].C(O[CH:14]=[C:15]([C:21]([O:23][CH2:24][CH3:25])=[O:22])[C:16]([O:18][CH2:19][CH3:20])=[O:17])C. No catalyst specified. The product is [Br:1][C:2]1[C:3]([F:10])=[C:4]([NH:9][CH:14]=[C:15]([C:16]([O:18][CH2:19][CH3:20])=[O:17])[C:21]([O:23][CH2:24][CH3:25])=[O:22])[CH:5]=[CH:6][C:7]=1[Cl:8]. The yield is 0.687. (2) The reactants are [OH:1][C:2]1[CH:7]=[CH:6][C:5]([C:8](=[O:13])[CH2:9][CH2:10][CH2:11]Cl)=[CH:4][CH:3]=1.[OH-].[Na+]. The catalyst is O.CC(O)=O. The product is [CH:9]1([C:8]([C:5]2[CH:6]=[CH:7][C:2]([OH:1])=[CH:3][CH:4]=2)=[O:13])[CH2:11][CH2:10]1. The yield is 0.510.